Dataset: Catalyst prediction with 721,799 reactions and 888 catalyst types from USPTO. Task: Predict which catalyst facilitates the given reaction. Reactant: [F:1][C:2]([F:14])([F:13])[O:3][C:4]1[CH:12]=[CH:11][C:7]([C:8](Cl)=[O:9])=[CH:6][CH:5]=1.[CH2:15]([O:17][C:18]([C:20]1[N:21]([C:49]2[CH:54]=[CH:53][C:52]([O:55][CH:56]([CH3:58])[CH3:57])=[CH:51][CH:50]=2)[C:22]2[C:27]([C:28]=1[NH:29][CH2:30][CH2:31][CH2:32][C:33]1[CH:38]=[CH:37][CH:36]=[CH:35][CH:34]=1)=[CH:26][C:25]([C:39]1[CH:44]=[CH:43][C:42]([O:45][CH:46]([CH3:48])[CH3:47])=[CH:41][CH:40]=1)=[CH:24][CH:23]=2)=[O:19])[CH3:16].C([O-])(O)=O.[Na+]. Product: [CH2:15]([O:17][C:18]([C:20]1[N:21]([C:49]2[CH:54]=[CH:53][C:52]([O:55][CH:56]([CH3:57])[CH3:58])=[CH:51][CH:50]=2)[C:22]2[C:27]([C:28]=1[N:29]([CH2:30][CH2:31][CH2:32][C:33]1[CH:38]=[CH:37][CH:36]=[CH:35][CH:34]=1)[C:8](=[O:9])[C:7]1[CH:11]=[CH:12][C:4]([O:3][C:2]([F:14])([F:13])[F:1])=[CH:5][CH:6]=1)=[CH:26][C:25]([C:39]1[CH:40]=[CH:41][C:42]([O:45][CH:46]([CH3:48])[CH3:47])=[CH:43][CH:44]=1)=[CH:24][CH:23]=2)=[O:19])[CH3:16]. The catalyst class is: 11.